This data is from Forward reaction prediction with 1.9M reactions from USPTO patents (1976-2016). The task is: Predict the product of the given reaction. (1) Given the reactants [C:1]([CH:3]1[CH2:8][CH2:7][N:6]([C:9]([O:11][C:12]([CH3:15])([CH3:14])[CH3:13])=[O:10])[CH2:5][CH2:4]1)#[N:2].Cl[C:17]1[C:22]([F:23])=[CH:21][CH:20]=[CH:19][N:18]=1.C[Si]([N-][Si](C)(C)C)(C)C.[K+], predict the reaction product. The product is: [C:1]([C:3]1([C:17]2[C:22]([F:23])=[CH:21][CH:20]=[CH:19][N:18]=2)[CH2:8][CH2:7][N:6]([C:9]([O:11][C:12]([CH3:15])([CH3:14])[CH3:13])=[O:10])[CH2:5][CH2:4]1)#[N:2]. (2) The product is: [Cl:1][C:2]1[N:3]=[N:4][C:5]([N:8]2[CH2:9][CH2:10][N:11]([CH:17]3[CH2:19][CH2:18]3)[CH2:12][CH2:13]2)=[CH:6][CH:7]=1. Given the reactants [Cl:1][C:2]1[N:3]=[N:4][C:5]([N:8]2[CH2:13][CH2:12][NH:11][CH2:10][CH2:9]2)=[CH:6][CH:7]=1.C(O[C:17]1(O[Si](C)(C)C)[CH2:19][CH2:18]1)C.C(O)(=O)C.C([BH3-])#N.[Na+], predict the reaction product. (3) The product is: [Cl:1][C:2]1[N:6]2[CH:7]=[C:8]([C:15]3[CH:16]=[N:17][NH:18][CH:19]=3)[CH:9]=[C:10]([C:11]([F:13])([F:14])[F:12])[C:5]2=[N:4][C:3]=1[C:20]([N:23]1[CH2:24][CH2:25][CH:26]([N:29]2[CH2:33][C:32](=[O:34])[NH:31][C:30]2=[O:35])[CH2:27][CH2:28]1)=[O:22]. Given the reactants [Cl:1][C:2]1[N:6]2[CH:7]=[C:8]([C:15]3[CH:16]=[N:17][NH:18][CH:19]=3)[CH:9]=[C:10]([C:11]([F:14])([F:13])[F:12])[C:5]2=[N:4][C:3]=1[C:20]([OH:22])=O.[NH:23]1[CH2:28][CH2:27][CH:26]([N:29]2[CH2:33][C:32](=[O:34])[NH:31][C:30]2=[O:35])[CH2:25][CH2:24]1.CCN(C(C)C)C(C)C.CN(C(ON1N=NC2C=CC=NC1=2)=[N+](C)C)C.F[P-](F)(F)(F)(F)F, predict the reaction product. (4) The product is: [C:51]([C:53]1([C:68]([O:70][CH3:71])=[O:69])[CH2:58][CH2:57][C:56]([C:7]2[C:8]([CH3:47])([CH3:48])[C@H:9]3[C@:22]([CH3:25])([CH2:23][CH:24]=2)[C@@H:21]2[C@:12]([CH3:46])([C@@:13]4([CH3:45])[C@H:18]([CH2:19][CH2:20]2)[C@H:17]2[C@H:26]([C:29]([CH3:31])=[CH2:30])[CH2:27][CH2:28][C@:16]2([NH:32][CH2:33][CH2:34][N:35]2[CH2:40][CH2:39][CH:38]([S:41]([CH3:44])(=[O:43])=[O:42])[CH2:37][CH2:36]2)[CH2:15][CH2:14]4)[CH2:11][CH2:10]3)=[CH:55][CH2:54]1)#[N:52]. Given the reactants FC(F)(F)S(O[C:7]1[C:8]([CH3:48])([CH3:47])[C@H:9]2[C@:22]([CH3:25])([CH2:23][CH:24]=1)[C@@H:21]1[C@:12]([CH3:46])([C@@:13]3([CH3:45])[C@H:18]([CH2:19][CH2:20]1)[C@H:17]1[C@H:26]([C:29]([CH3:31])=[CH2:30])[CH2:27][CH2:28][C@:16]1([NH:32][CH2:33][CH2:34][N:35]1[CH2:40][CH2:39][CH:38]([S:41]([CH3:44])(=[O:43])=[O:42])[CH2:37][CH2:36]1)[CH2:15][CH2:14]3)[CH2:11][CH2:10]2)(=O)=O.[C:51]([C:53]1([C:68]([O:70][CH3:71])=[O:69])[CH2:58][CH2:57][C:56](B2OC(C)(C)C(C)(C)O2)=[CH:55][CH2:54]1)#[N:52], predict the reaction product. (5) Given the reactants [CH3:1][O:2][C:3]1[CH:11]=[C:10]([O:12][CH3:13])[CH:9]=[CH:8][C:4]=1[C:5]([OH:7])=O.COC1C=CC(N)=CC=1.[O:23]1[CH2:28][CH2:27][CH2:26][CH2:25][CH:24]1[O:29][C:30]1[CH:36]=[CH:35][C:33]([NH2:34])=[CH:32][CH:31]=1.C1CCC(N=C=NC2CCCCC2)CC1, predict the reaction product. The product is: [CH3:1][O:2][C:3]1[CH:11]=[C:10]([O:12][CH3:13])[CH:9]=[CH:8][C:4]=1[C:5]([NH:34][C:33]1[CH:32]=[CH:31][C:30]([O:29][CH:24]2[CH2:25][CH2:26][CH2:27][CH2:28][O:23]2)=[CH:36][CH:35]=1)=[O:7]. (6) Given the reactants [F:1][C:2]1[C:3]([O:15][CH3:16])=[C:4](/[CH:8]=[CH:9]/[C:10]([O:12][CH2:13][CH3:14])=[O:11])[CH:5]=[CH:6][CH:7]=1.C(O)(=[O:26])C=CC1C=CC=CC=1, predict the reaction product. The product is: [F:1][C:2]1[C:3]([O:15][CH3:16])=[C:4]([CH2:8][C@@H:9]([OH:26])[C:10]([O:12][CH2:13][CH3:14])=[O:11])[CH:5]=[CH:6][CH:7]=1. (7) Given the reactants [F-].C([N+](CCCC)(CCCC)CCCC)CCC.[Br:19][C:20]1[CH:25]=[CH:24][C:23]([C:26](=[O:31])[C:27]([F:30])([F:29])[F:28])=[CH:22][C:21]=1[O:32][CH3:33].C[Si](C)(C)[C:36]([F:39])([F:38])[F:37], predict the reaction product. The product is: [Br:19][C:20]1[CH:25]=[CH:24][C:23]([C:26]([OH:31])([C:36]([F:39])([F:38])[F:37])[C:27]([F:30])([F:29])[F:28])=[CH:22][C:21]=1[O:32][CH3:33].